From a dataset of Retrosynthesis with 50K atom-mapped reactions and 10 reaction types from USPTO. Predict the reactants needed to synthesize the given product. (1) Given the product Cn1cnc2ncnc(NCC3CCN(S(=O)(=O)CCc4ccccc4)CC3)c21, predict the reactants needed to synthesize it. The reactants are: Cn1cnc2ncnc(Cl)c21.NCC1CCN(S(=O)(=O)CCc2ccccc2)CC1. (2) Given the product Cc1cc2c(cc1F)c(C(=O)O)c(-c1ccc(S(=O)(=O)N[C@@H](C)C(F)(F)F)cn1)n2C1CCCC1, predict the reactants needed to synthesize it. The reactants are: COC(=O)c1c(-c2ccc(S(=O)(=O)N[C@@H](C)C(F)(F)F)cn2)n(C2CCCC2)c2cc(C)c(F)cc12. (3) Given the product CN1C(=O)CN(NC(=O)CNC(=O)OCc2ccccc2)C(c2ccccc2)c2cc(Cl)ccc21, predict the reactants needed to synthesize it. The reactants are: CN1C(=O)CN(N)C(c2ccccc2)c2cc(Cl)ccc21.O=C(O)CNC(=O)OCc1ccccc1. (4) Given the product O=C1COCCN1[C@H]1CC[C@@H](C(=O)Nc2cnc(-c3cc(F)cc(F)c3)cn2)CC1, predict the reactants needed to synthesize it. The reactants are: Nc1cnc(-c2cc(F)cc(F)c2)cn1.O=C1COCCN1[C@H]1CC[C@@H](C(=O)O)CC1. (5) Given the product CCCc1cccc(Oc2ccc(C=O)c(Cl)c2)c1, predict the reactants needed to synthesize it. The reactants are: CCCc1cccc(O)c1.O=Cc1ccc(F)cc1Cl. (6) The reactants are: CN1CCCC1=O.Cc1c(-c2ccccn2)nc2c(Cl)cccc2c1Nc1cccc(N2CCOCC2)n1. Given the product Cc1c(-c2ccccn2)nc2c(C#N)cccc2c1Nc1cccc(N2CCOCC2)n1, predict the reactants needed to synthesize it. (7) Given the product CCC(C)(C)C(=O)N1CCOCCOCCOCCOCCOCCOCC1, predict the reactants needed to synthesize it. The reactants are: C1COCCOCCOCCOCCOCCOCCN1.CCC(C)(C)C(=O)Cl.